Dataset: Reaction yield outcomes from USPTO patents with 853,638 reactions. Task: Predict the reaction yield, written as a fraction of the theoretical maximum amount of product (1.0 means a 100% yield; for example, 0.34 means a 34% yield). The reactants are [CH2:1]([O:8][C:9](=[O:16])[CH2:10][NH:11][CH2:12][CH2:13][CH2:14][OH:15])[C:2]1[CH:7]=[CH:6][CH:5]=[CH:4][CH:3]=1.[C:17]([O:28][C@H:29]([CH2:34][CH2:35][CH2:36][CH2:37][CH2:38][CH2:39][CH2:40][CH2:41][CH2:42][CH2:43][CH3:44])[CH2:30][C:31]([OH:33])=O)(=[O:27])[CH2:18][CH2:19][CH2:20][CH2:21][CH2:22][CH2:23][CH2:24][CH2:25][CH3:26].C(Cl)CCl.CI. The catalyst is C(Cl)Cl. The product is [CH2:1]([O:8][C:9](=[O:16])[CH2:10][N:11]([CH2:12][CH2:13][CH2:14][OH:15])[C:31](=[O:33])[CH2:30][C@H:29]([O:28][C:17](=[O:27])[CH2:18][CH2:19][CH2:20][CH2:21][CH2:22][CH2:23][CH2:24][CH2:25][CH3:26])[CH2:34][CH2:35][CH2:36][CH2:37][CH2:38][CH2:39][CH2:40][CH2:41][CH2:42][CH2:43][CH3:44])[C:2]1[CH:7]=[CH:6][CH:5]=[CH:4][CH:3]=1. The yield is 0.630.